From a dataset of Forward reaction prediction with 1.9M reactions from USPTO patents (1976-2016). Predict the product of the given reaction. (1) The product is: [CH2:1]1[C@@H:13]2[C@H:4]([CH2:5][NH:6][C:7]3[CH:8]=[CH:9][CH:10]=[CH:11][C:12]=32)[CH2:3][CH2:2]1. Given the reactants [CH2:1]1[C@@H:13]2[C@@H:4]([C:5](=O)[NH:6][C:7]3[CH:8]=[CH:9][CH:10]=[CH:11][C:12]=32)[CH2:3][CH2:2]1.[H-].[Al+3].[Li+].[H-].[H-].[H-], predict the reaction product. (2) Given the reactants FC(F)(F)[C:3]([OH:5])=[O:4].[F:8][C:9]1[CH:30]=[C:29]([NH:31][C:32]([NH:34][C:35](=[O:43])[CH2:36][C:37]2[CH:42]=[CH:41][CH:40]=[CH:39][CH:38]=2)=[O:33])[CH:28]=[CH:27][C:10]=1[O:11][C:12]1[CH:17]=[CH:16][N:15]=[C:14]([NH:18][C:19]([CH:21]2[CH2:26][CH2:25][NH:24][CH2:23][CH2:22]2)=[O:20])[CH:13]=1, predict the reaction product. The product is: [F:8][C:9]1[CH:30]=[C:29]([NH:31][C:32]([NH:34][C:35](=[O:43])[CH2:36][C:37]2[CH:38]=[CH:39][CH:40]=[CH:41][CH:42]=2)=[O:33])[CH:28]=[CH:27][C:10]=1[O:11][C:12]1[CH:17]=[CH:16][N:15]=[C:14]([NH:18][C:19]([CH:21]2[CH2:26][CH2:25][N:24]([C:3]([O:5][C:21]([CH3:26])([CH3:22])[CH3:19])=[O:4])[CH2:23][CH2:22]2)=[O:20])[CH:13]=1. (3) Given the reactants Br[C:2]1[CH:3]=[C:4]2[C:10]([C:11]([C:13]3[C:14]([F:27])=[C:15]([NH:20][S:21]([CH2:24][CH2:25][CH3:26])(=[O:23])=[O:22])[CH:16]=[CH:17][C:18]=3[F:19])=[O:12])=[CH:9][N:8](C(=O)C3C(Cl)=CC=CC=3Cl)[C:5]2=[N:6][CH:7]=1.CC1(C)C(C)(C)OB([C:46]2[CH:47]=[C:48]3[C:52](=[CH:53][CH:54]=2)[NH:51][N:50]=[CH:49]3)O1.C1(C)C=CC=CC=1.C(=O)([O-])[O-].[K+].[K+], predict the reaction product. The product is: [F:27][C:14]1[C:13]([C:11]([C:10]2[C:4]3[C:5](=[N:6][CH:7]=[C:2]([C:46]4[CH:47]=[C:48]5[C:52](=[CH:53][CH:54]=4)[NH:51][N:50]=[CH:49]5)[CH:3]=3)[NH:8][CH:9]=2)=[O:12])=[C:18]([F:19])[CH:17]=[CH:16][C:15]=1[NH:20][S:21]([CH2:24][CH2:25][CH3:26])(=[O:22])=[O:23]. (4) Given the reactants [Cl:1][C:2]1[CH:3]=[C:4]([NH:22][C:23](=[O:29])[CH2:24][C:25]([O:27]C)=[O:26])[CH:5]=[C:6]([Cl:21])[C:7]=1[O:8][C:9]1[CH:10]=[C:11]2[C:15](=[CH:16][CH:17]=1)[NH:14][CH:13]=[C:12]2[CH:18]([CH3:20])[CH3:19].[OH-].[Na+], predict the reaction product. The product is: [Cl:1][C:2]1[CH:3]=[C:4]([NH:22][C:23](=[O:29])[CH2:24][C:25]([OH:27])=[O:26])[CH:5]=[C:6]([Cl:21])[C:7]=1[O:8][C:9]1[CH:10]=[C:11]2[C:15](=[CH:16][CH:17]=1)[NH:14][CH:13]=[C:12]2[CH:18]([CH3:20])[CH3:19]. (5) Given the reactants [Cl:1][C:2]1[CH:3]=[C:4]([CH2:9][NH:10][C:11]([C:13]2[C:18]([OH:19])=[CH:17][C:16](=[O:20])[N:15]([CH2:21][CH2:22][O:23][CH3:24])[CH:14]=2)=[O:12])[CH:5]=[CH:6][C:7]=1[Cl:8].OC1C(C(OC)=O)=C[N:29]([CH2:33][CH2:34][O:35]C)[C:30](=[O:32])C=1.ClC1C=C(CN)C=CC=1Cl.Cl.C(OCC)(=[O:54])C, predict the reaction product. The product is: [Cl:1][C:2]1[CH:3]=[C:4]([CH2:9][NH:10][C:11]([C:13]2[C:18]([OH:19])=[C:17]([C:30]([NH:29][CH2:33][C:34]([OH:35])=[O:54])=[O:32])[C:16](=[O:20])[N:15]([CH2:21][CH2:22][O:23][CH3:24])[CH:14]=2)=[O:12])[CH:5]=[CH:6][C:7]=1[Cl:8].